From a dataset of Full USPTO retrosynthesis dataset with 1.9M reactions from patents (1976-2016). Predict the reactants needed to synthesize the given product. (1) Given the product [CH3:6][N:7]1[C:11]([CH2:12][CH2:13][C:14]2[CH:19]=[CH:18][C:17]([C:20]([F:23])([F:22])[F:21])=[CH:16][CH:15]=2)=[C:10]([C:24]2[O:28][N:27]=[C:26]([C:29]3[CH:34]=[CH:33][C:32]([S:35]([OH:38])(=[O:37])=[O:36])=[CH:31][CH:30]=3)[N:25]=2)[CH:9]=[N:8]1, predict the reactants needed to synthesize it. The reactants are: C(O)(=O)C.Br.[CH3:6][N:7]1[C:11]([CH2:12][CH2:13][C:14]2[CH:19]=[CH:18][C:17]([C:20]([F:23])([F:22])[F:21])=[CH:16][CH:15]=2)=[C:10]([C:24]2[O:28][N:27]=[C:26]([C:29]3[CH:34]=[CH:33][C:32]([S:35]([O:38]CC(C)(C)C)(=[O:37])=[O:36])=[CH:31][CH:30]=3)[N:25]=2)[CH:9]=[N:8]1. (2) Given the product [CH:1]1([CH2:6][CH:7]([C:11]2[CH:16]=[CH:15][C:14]([S:17]([CH3:20])(=[O:18])=[O:19])=[C:13]([N+:21]([O-:23])=[O:22])[CH:12]=2)[C:8]([NH:35][C:34]2[CH:36]=[CH:37][NH:30][C:31](=[O:32])[N:33]=2)=[O:9])[CH2:2][CH2:3][CH2:4][CH2:5]1, predict the reactants needed to synthesize it. The reactants are: [CH:1]1([CH2:6][CH:7]([C:11]2[CH:16]=[CH:15][C:14]([S:17]([CH3:20])(=[O:19])=[O:18])=[C:13]([N+:21]([O-:23])=[O:22])[CH:12]=2)[C:8](O)=[O:9])[CH2:5][CH2:4][CH2:3][CH2:2]1.C(Cl)(=O)C(Cl)=O.[NH:30]1[CH:37]=[CH:36][C:34]([NH2:35])=[N:33][C:31]1=[O:32].C(N(CC)C(C)C)(C)C.Cl. (3) The reactants are: [Cl:1][C:2]1[CH:11]=[C:10]2[C:5]([CH2:6][CH2:7][N:8]=[C:9]2[C:12]2[CH:16]=[C:15]([CH:17]3[O:21][CH2:20][CH2:19][O:18]3)[S:14][CH:13]=2)=[CH:4][CH:3]=1.[CH3:22]C#N.[CH2:25](Br)[C:26]1[CH:31]=[CH:30][CH:29]=[CH:28][CH:27]=1.C1COCC1.C[Mg]Br.CCOCC. Given the product [CH2:25]([N:8]1[CH2:7][CH2:6][C:5]2[C:10](=[CH:11][C:2]([Cl:1])=[CH:3][CH:4]=2)[C:9]1([C:12]1[CH:16]=[C:15]([CH:17]2[O:21][CH2:20][CH2:19][O:18]2)[S:14][CH:13]=1)[CH3:22])[C:26]1[CH:31]=[CH:30][CH:29]=[CH:28][CH:27]=1, predict the reactants needed to synthesize it. (4) Given the product [C:6]1([CH3:10])[CH:7]=[CH:8][CH:9]=[C:4]([NH2:1])[C:5]=1[NH2:11], predict the reactants needed to synthesize it. The reactants are: [N+:1]([C:4]1[C:5]([N+:11]([O-])=O)=[C:6]([CH3:10])[CH:7]=[CH:8][CH:9]=1)([O-])=O.[H][H].